Dataset: HIV replication inhibition screening data with 41,000+ compounds from the AIDS Antiviral Screen. Task: Binary Classification. Given a drug SMILES string, predict its activity (active/inactive) in a high-throughput screening assay against a specified biological target. (1) The molecule is CC(C)SSC(=O)N1CCCC1C(=O)O. The result is 0 (inactive). (2) The molecule is CCOC(=O)c1sc2nc(SC)nc3c2c1NCN3C1CC1. The result is 0 (inactive). (3) The molecule is COC1CC(OC)C2OC(c3ccccc3)OCC2O1. The result is 0 (inactive). (4) The molecule is [O-][Ti-2]12([O-])([O+]=C(c3ccccc3)[CH-]C(c3ccccc3)=[O+]1)[O+]=C(c1ccccc1)[CH-]C(c1ccccc1)=[O+]2. The result is 0 (inactive). (5) The drug is COc1ccc(C(=O)CC(=O)c2ccc3ccccc3n2)c(O)c1OC. The result is 0 (inactive). (6) The drug is CC(=NNC(=S)N(C)CCN(C)C(=S)NN=C(C)c1ccccn1)c1ccccn1. The result is 0 (inactive).